Dataset: Forward reaction prediction with 1.9M reactions from USPTO patents (1976-2016). Task: Predict the product of the given reaction. (1) Given the reactants [CH2:1]([O:8][C:9]1[CH:14]=[CH:13][C:12]([CH2:15][C:16](OCC2C=CC=CC=2)=[O:17])=[C:11]([Cl:26])[CH:10]=1)[C:2]1[CH:7]=[CH:6][CH:5]=[CH:4][CH:3]=1.[H-].C([Al+]CC(C)C)C(C)C.[C@H](O)(C([O-])=O)[C@@H](O)C([O-])=O.[Na+].[K+].O, predict the reaction product. The product is: [CH2:1]([O:8][C:9]1[CH:14]=[CH:13][C:12]([CH2:15][CH2:16][OH:17])=[C:11]([Cl:26])[CH:10]=1)[C:2]1[CH:3]=[CH:4][CH:5]=[CH:6][CH:7]=1. (2) Given the reactants [CH3:1][O:2][C:3]1[CH:12]=[CH:11][CH:10]=[C:9]2[C:4]=1[CH2:5][CH2:6][CH2:7][C:8]2=O.C[O:15][NH3+:16].[Cl-].C([O-])(=O)C.[Na+], predict the reaction product. The product is: [CH3:1][O:2][C:3]1[CH:12]=[CH:11][CH:10]=[C:9]2[C:4]=1[CH2:5][CH2:6][CH2:7]/[C:8]/2=[N:16]/[OH:15]. (3) The product is: [OH:33][CH2:32][CH2:31][CH2:30][CH2:29][NH:28][C:8](=[O:10])[C:7]1[CH:6]=[CH:5][C:4]([O:3][CH2:1][CH3:2])=[CH:12][CH:11]=1. Given the reactants [CH2:1]([O:3][C:4]1[CH:12]=[CH:11][C:7]([C:8]([OH:10])=O)=[CH:6][CH:5]=1)[CH3:2].C(N1C=CN=C1)(N1C=CN=C1)=O.C(=O)=O.[NH2:28][CH2:29][CH2:30][CH2:31][CH2:32][OH:33], predict the reaction product. (4) Given the reactants [C:1]([C:3]1([C:6]2[CH:7]=[C:8]([CH:12]=[CH:13][CH:14]=2)[C:9]([OH:11])=O)[CH2:5][CH2:4]1)#[N:2].C(Cl)(=O)C(Cl)=O.O1CCCC1.[NH2:26][C:27]1[CH:28]=[CH:29][C:30]([O:49][CH3:50])=[C:31]([CH:48]=1)[O:32][C:33]1[CH:34]=[CH:35][C:36]2[N:37]([CH:39]=[C:40]([NH:42][C:43]([CH:45]3[CH2:47][CH2:46]3)=[O:44])[N:41]=2)[N:38]=1, predict the reaction product. The product is: [C:1]([C:3]1([C:6]2[CH:7]=[C:8]([CH:12]=[CH:13][CH:14]=2)[C:9]([NH:26][C:27]2[CH:28]=[CH:29][C:30]([O:49][CH3:50])=[C:31]([O:32][C:33]3[CH:34]=[CH:35][C:36]4[N:37]([CH:39]=[C:40]([NH:42][C:43]([CH:45]5[CH2:47][CH2:46]5)=[O:44])[N:41]=4)[N:38]=3)[CH:48]=2)=[O:11])[CH2:4][CH2:5]1)#[N:2].